This data is from Reaction yield outcomes from USPTO patents with 853,638 reactions. The task is: Predict the reaction yield, written as a fraction of the theoretical maximum amount of product (1.0 means a 100% yield; for example, 0.34 means a 34% yield). (1) The reactants are [F:1][C:2]([F:17])([F:16])[C:3]1[CH:8]=[CH:7][C:6]([C:9]2[CH:14]=[CH:13][NH:12][C:11](=[O:15])[CH:10]=2)=[CH:5][CH:4]=1.Br[C:19]1[CH:27]=[C:26]2[C:22]([C:23]3[CH2:41][CH2:40][N:39]([C:42]([O:44][C:45]([CH3:48])([CH3:47])[CH3:46])=[O:43])[CH2:38][C:24]=3[N:25]2[S:28]([C:31]2[CH:37]=[CH:36][C:34]([CH3:35])=[CH:33][CH:32]=2)(=[O:30])=[O:29])=[CH:21][CH:20]=1.OC1C=CC=C2C=1N=CC=C2.C([O-])([O-])=O.[Cs+].[Cs+]. The catalyst is CS(C)=O.[Cu]I. The product is [O:15]=[C:11]1[CH:10]=[C:9]([C:6]2[CH:5]=[CH:4][C:3]([C:2]([F:1])([F:16])[F:17])=[CH:8][CH:7]=2)[CH:14]=[CH:13][N:12]1[C:19]1[CH:27]=[C:26]2[C:22]([C:23]3[CH2:41][CH2:40][N:39]([C:42]([O:44][C:45]([CH3:48])([CH3:47])[CH3:46])=[O:43])[CH2:38][C:24]=3[N:25]2[S:28]([C:31]2[CH:32]=[CH:33][C:34]([CH3:35])=[CH:36][CH:37]=2)(=[O:30])=[O:29])=[CH:21][CH:20]=1. The yield is 0.510. (2) The reactants are [F:1][C:2]([F:13])([F:12])[C:3]1[CH:8]=[CH:7][C:6](B(O)O)=[CH:5][CH:4]=1.Cl[C:15]1[CH:20]=[CH:19][C:18]([N+:21]([O-:23])=[O:22])=[CH:17][N:16]=1.C(=O)([O-])[O-].[K+].[K+].O1CCOCC1. The catalyst is C([O-])(=O)C.[Pd+2].C([O-])(=O)C.O. The product is [N+:21]([C:18]1[CH:19]=[CH:20][C:15]([C:6]2[CH:7]=[CH:8][C:3]([C:2]([F:13])([F:12])[F:1])=[CH:4][CH:5]=2)=[N:16][CH:17]=1)([O-:23])=[O:22]. The yield is 0.370. (3) The product is [NH:21]1[C:29]2[C:24](=[C:25]([C:2]3[CH:3]=[CH:4][N:5]4[C:10]([C:11]=3[CH3:12])=[C:9]([CH:13]3[CH2:15][CH2:14]3)[CH:8]=[C:7]([C:16]([O:18][CH3:19])=[O:17])[C:6]4=[O:20])[CH:26]=[CH:27][CH:28]=2)[CH:23]=[N:22]1. The yield is 0.790. No catalyst specified. The reactants are Cl[C:2]1[CH:3]=[CH:4][N:5]2[C:10]([C:11]=1[CH3:12])=[C:9]([CH:13]1[CH2:15][CH2:14]1)[CH:8]=[C:7]([C:16]([O:18][CH3:19])=[O:17])[C:6]2=[O:20].[NH:21]1[C:29]2[CH:28]=[CH:27][CH:26]=[C:25](B(O)O)[C:24]=2[CH:23]=[N:22]1. (4) The reactants are [NH2:1][C:2]1[C:3]([N:23]2[CH2:28][CH2:27][N:26]([C:29]3[CH:34]=[CH:33][CH:32]=[CH:31][C:30]=3[CH3:35])[CH2:25][CH2:24]2)=[CH:4][C:5]([N:20]([CH3:22])[CH3:21])=[C:6]([CH:19]=1)[C:7]([NH:9][CH2:10][CH2:11][CH2:12][N:13]1[CH2:17][CH2:16][CH2:15][C:14]1=[O:18])=[O:8].C(N(CC)C(C)C)(C)C.[O:45]1[CH:49]=[CH:48][CH:47]=[C:46]1[C:50](Cl)=[O:51]. The catalyst is ClCCl.O. The product is [CH3:21][N:20]([CH3:22])[C:5]1[C:6]([C:7](=[O:8])[NH:9][CH2:10][CH2:11][CH2:12][N:13]2[CH2:17][CH2:16][CH2:15][C:14]2=[O:18])=[CH:19][C:2]([NH:1][C:50]([C:46]2[O:45][CH:49]=[CH:48][CH:47]=2)=[O:51])=[C:3]([N:23]2[CH2:24][CH2:25][N:26]([C:29]3[CH:34]=[CH:33][CH:32]=[CH:31][C:30]=3[CH3:35])[CH2:27][CH2:28]2)[CH:4]=1. The yield is 0.456.